This data is from Catalyst prediction with 721,799 reactions and 888 catalyst types from USPTO. The task is: Predict which catalyst facilitates the given reaction. (1) Reactant: [CH3:1][NH:2][NH2:3].O=[C:5]([CH2:12][CH3:13])[CH2:6][C:7](OCC)=[O:8]. Product: [CH2:12]([C:5]1[CH:6]=[C:7]([OH:8])[N:2]([CH3:1])[N:3]=1)[CH3:13]. The catalyst class is: 5. (2) Reactant: [NH:1]1[CH2:4][CH:3]([NH:5][C:6]2[CH:7]=[C:8]([N:12]3[C:20]([CH3:22])([CH3:21])[C:19]4[C:14](=[CH:15][CH:16]=[C:17]([Cl:23])[CH:18]=4)[C:13]3=[O:24])[CH:9]=[N:10][CH:11]=2)[CH2:2]1.CCN(CC)CC.CN(C(ON1N=NC2C=CC=NC1=2)=[N+](C)C)C.F[P-](F)(F)(F)(F)F.[CH3:56][N:57]1[CH:61]=[CH:60][N:59]=[C:58]1[C:62](O)=[O:63]. Product: [Cl:23][C:17]1[CH:18]=[C:19]2[C:14](=[CH:15][CH:16]=1)[C:13](=[O:24])[N:12]([C:8]1[CH:9]=[N:10][CH:11]=[C:6]([NH:5][CH:3]3[CH2:2][N:1]([C:62]([C:58]4[N:57]([CH3:56])[CH:61]=[CH:60][N:59]=4)=[O:63])[CH2:4]3)[CH:7]=1)[C:20]2([CH3:21])[CH3:22]. The catalyst class is: 2. (3) Reactant: [CH:1]1[C:14]2[C:5](=[N:6][C:7]3[C:12]([C:13]=2[NH:15][C:16]2[CH:21]=[CH:20][C:19]([N:22]4[CH2:27][CH2:26][NH:25][CH2:24][CH2:23]4)=[CH:18][CH:17]=2)=[CH:11][CH:10]=[CH:9][CH:8]=3)[CH:4]=[CH:3][CH:2]=1.C(O)(=O)C.C(O[C:35]1(O[Si](C)(C)C)[CH2:37][CH2:36]1)C.C([BH3-])#N.[Na+]. Product: [CH:1]1[C:14]2[C:5](=[N:6][C:7]3[C:12]([C:13]=2[NH:15][C:16]2[CH:17]=[CH:18][C:19]([N:22]4[CH2:27][CH2:26][N:25]([CH:35]5[CH2:37][CH2:36]5)[CH2:24][CH2:23]4)=[CH:20][CH:21]=2)=[CH:11][CH:10]=[CH:9][CH:8]=3)[CH:4]=[CH:3][CH:2]=1. The catalyst class is: 5. (4) Reactant: [C:1]([OH:6])(=[O:5])[CH:2]([CH3:4])[OH:3].[C:7]([OH:16])(=[O:15])[C:8]1[C:9](=[CH:11][CH:12]=[CH:13][CH:14]=1)[OH:10].[OH-].[CH2:18]([P+:22]([CH2:31][CH2:32][CH2:33][CH3:34])([CH2:27][CH2:28][CH2:29][CH3:30])[CH2:23][CH2:24][CH2:25][CH3:26])[CH2:19][CH2:20][CH3:21]. Product: [C:7]([O-:16])(=[O:15])[C:8]1[C:9](=[CH:11][CH:12]=[CH:13][CH:14]=1)[OH:10].[CH2:31]([P+:22]([CH2:18][CH2:19][CH2:20][CH3:21])([CH2:23][CH2:24][CH2:25][CH3:26])[CH2:27][CH2:28][CH2:29][CH3:30])[CH2:32][CH2:33][CH3:34].[C:1]([OH:6])(=[O:5])[CH:2]([CH3:4])[OH:3]. The catalyst class is: 21. (5) Reactant: [CH3:1][O:2][C:3]1[CH:4]=[C:5]2[C:20](=[CH:21][C:22]=1[O:23][CH3:24])[C:8]1[NH:9][N:10]=[C:11]([NH:12][C:13]3[CH:18]=[CH:17][CH:16]=[C:15]([F:19])[CH:14]=3)[C:7]=1[CH2:6]2.[O:25]=[C:26]([N:31]1[CH2:35][CH2:34][CH2:33][CH2:32]1)[CH2:27][C:28](O)=[O:29].CN(C)CCCN=C=NCC.O.OC1C2N=NNC=2C=CC=1.CCN(C(C)C)C(C)C. Product: [F:19][C:15]1[CH:14]=[C:13]([NH:12][C:11]2[C:7]3[CH2:6][C:5]4[C:20](=[CH:21][C:22]([O:23][CH3:24])=[C:3]([O:2][CH3:1])[CH:4]=4)[C:8]=3[N:9]([C:28](=[O:29])[CH2:27][C:26]([N:31]3[CH2:35][CH2:34][CH2:33][CH2:32]3)=[O:25])[N:10]=2)[CH:18]=[CH:17][CH:16]=1. The catalyst class is: 3. (6) The catalyst class is: 60. Product: [CH3:1][C:2]([CH:3]=[CH2:4])([O:11][CH2:15][C:16]([C:18]1[CH:19]=[C:20]([CH:28]([CH3:30])[CH3:29])[C:21]([OH:27])=[C:22]([CH:24]([CH3:26])[CH3:25])[CH:23]=1)=[O:17])[CH2:5][CH2:6][CH:7]=[C:8]([CH3:10])[CH3:9]. Reactant: [CH3:1][C:2]([OH:11])([CH2:5][CH2:6][CH:7]=[C:8]([CH3:10])[CH3:9])[CH:3]=[CH2:4].[OH-].[K+].Cl[CH2:15][C:16]([C:18]1[CH:23]=[C:22]([CH:24]([CH3:26])[CH3:25])[C:21]([OH:27])=[C:20]([CH:28]([CH3:30])[CH3:29])[CH:19]=1)=[O:17].Cl.